Task: Predict which catalyst facilitates the given reaction.. Dataset: Catalyst prediction with 721,799 reactions and 888 catalyst types from USPTO (1) Reactant: [CH3:1][C:2]1[CH:9]=[CH:8][CH:7]=[CH:6][C:3]=1[CH:4]=[O:5].C(O[CH2:14][CH:15]=[CH2:16])(=O)C.O.CCN(CC)CC.CC1C(C)=C(C)C(C)=C(C)C=1C. Product: [C:2]1([CH3:1])[CH:9]=[CH:8][CH:7]=[CH:6][C:3]=1[CH:4]([OH:5])[CH2:16][CH:15]=[CH2:14]. The catalyst class is: 12. (2) Reactant: [CH2:1]([O:8][N:9]([C@H:17]([CH:30]=[CH2:31])[CH2:18][N:19]1C(=O)C2C(=CC=CC=2)C1=O)[C:10](=[O:16])[O:11][C:12]([CH3:15])([CH3:14])[CH3:13])[C:2]1[CH:7]=[CH:6][CH:5]=[CH:4][CH:3]=1.O.NN. Product: [NH2:19][CH2:18][C@H:17]([N:9]([O:8][CH2:1][C:2]1[CH:7]=[CH:6][CH:5]=[CH:4][CH:3]=1)[C:10](=[O:16])[O:11][C:12]([CH3:13])([CH3:14])[CH3:15])[CH:30]=[CH2:31]. The catalyst class is: 275.